From a dataset of Full USPTO retrosynthesis dataset with 1.9M reactions from patents (1976-2016). Predict the reactants needed to synthesize the given product. (1) Given the product [S:3]1[CH:4]=[CH:5][N:6]=[C:2]1[C:12]1[S:13][CH:14]=[CH:15][N:16]=1, predict the reactants needed to synthesize it. The reactants are: Br[C:2]1[S:3][CH:4]=[CH:5][N:6]=1.C([Sn](CCCC)(CCCC)[C:12]1[S:13][CH:14]=[CH:15][N:16]=1)CCC. (2) Given the product [C:1]([C:5]1[CH:6]=[C:7]2[C:11](=[CH:12][CH:13]=1)[C@H:10]([NH:14][C:15]([NH:17][C:18]1[CH:26]=[CH:25][CH:24]=[C:23]3[C:19]=1[CH:20]=[N:21][N:22]3[C:27]([O:29][CH2:30][CH2:31][CH2:32][O:33][P:34]([OH:36])([OH:41])=[O:35])=[O:28])=[O:16])[CH2:9][CH2:8]2)([CH3:4])([CH3:2])[CH3:3], predict the reactants needed to synthesize it. The reactants are: [C:1]([C:5]1[CH:6]=[C:7]2[C:11](=[CH:12][CH:13]=1)[C@H:10]([NH:14][C:15]([NH:17][C:18]1[CH:26]=[CH:25][CH:24]=[C:23]3[C:19]=1[CH:20]=[N:21][N:22]3[C:27]([O:29][CH2:30][CH2:31][CH2:32][O:33][P:34]([O:41]C(C)(C)C)([O:36]C(C)(C)C)=[O:35])=[O:28])=[O:16])[CH2:9][CH2:8]2)([CH3:4])([CH3:3])[CH3:2].C(#N)C.FC(F)(F)C(O)=O.N. (3) Given the product [Br:1][C:2]1[CH:7]=[CH:6][C:5]([C:8]2([C:9]([O:11][CH3:12])=[O:10])[O:19][CH2:17][CH2:16][N:14]([CH3:15])[CH2:13]2)=[C:4]([N+:20]([O-:22])=[O:21])[CH:3]=1, predict the reactants needed to synthesize it. The reactants are: [Br:1][C:2]1[CH:7]=[CH:6][C:5]([C:8]([OH:19])([CH2:13][N:14]([CH2:16][CH2:17]O)[CH3:15])[C:9]([O:11][CH3:12])=[O:10])=[C:4]([N+:20]([O-:22])=[O:21])[CH:3]=1.[OH-].[K+].C(N(CCOCCOC)CCOCCOC)COCCOC. (4) Given the product [CH3:1][NH:2][CH2:3][CH2:4][CH:5]([O:12][C:9]1[CH:10]=[CH:11][C:6]([CH3:5])=[CH:7][CH:8]=1)[C:6]1[CH:7]=[CH:8][CH:9]=[CH:10][CH:11]=1, predict the reactants needed to synthesize it. The reactants are: [CH3:1][NH:2][CH2:3][CH2:4][CH:5]([OH:12])[C:6]1[CH:11]=[CH:10][CH:9]=[CH:8][CH:7]=1.Cl. (5) Given the product [NH2:2][C:3]1[N:8]=[CH:7][C:6]([C:9]2[N:10]=[C:11]([N:25]3[CH2:30][CH2:29][O:28][CH2:27][CH2:26]3)[C:12]3[S:17][C:16]([C:18]4([OH:24])[CH2:23][CH2:22][N:21]([C:33](=[O:34])[C:32]([OH:31])([CH3:37])[CH3:36])[CH2:20][CH2:19]4)=[CH:15][C:13]=3[N:14]=2)=[CH:5][N:4]=1, predict the reactants needed to synthesize it. The reactants are: Cl.[NH2:2][C:3]1[N:8]=[CH:7][C:6]([C:9]2[N:10]=[C:11]([N:25]3[CH2:30][CH2:29][O:28][CH2:27][CH2:26]3)[C:12]3[S:17][C:16]([C:18]4([OH:24])[CH2:23][CH2:22][NH:21][CH2:20][CH2:19]4)=[CH:15][C:13]=3[N:14]=2)=[CH:5][N:4]=1.[OH:31][C:32]([CH3:37])([CH3:36])[C:33](O)=[O:34]. (6) Given the product [C:1]([C:5]1[CH:10]=[CH:9][C:8]([C:11]2[N:12]([C:30]([N:43]3[CH2:44][CH2:45][N:40]([S:37]([CH3:36])(=[O:39])=[O:38])[CH2:41][CH2:42]3)=[O:31])[C@H:13]([C:23]3[CH:24]=[CH:25][C:26]([Cl:29])=[CH:27][CH:28]=3)[C@H:14]([C:16]3[CH:21]=[CH:20][C:19]([Cl:22])=[CH:18][CH:17]=3)[N:15]=2)=[C:7]([O:33][CH2:34][CH3:35])[CH:6]=1)([CH3:3])([CH3:4])[CH3:2], predict the reactants needed to synthesize it. The reactants are: [C:1]([C:5]1[CH:10]=[CH:9][C:8]([C:11]2[N:12]([C:30](Cl)=[O:31])[C@H:13]([C:23]3[CH:28]=[CH:27][C:26]([Cl:29])=[CH:25][CH:24]=3)[C@H:14]([C:16]3[CH:21]=[CH:20][C:19]([Cl:22])=[CH:18][CH:17]=3)[N:15]=2)=[C:7]([O:33][CH2:34][CH3:35])[CH:6]=1)([CH3:4])([CH3:3])[CH3:2].[CH3:36][S:37]([N:40]1[CH2:45][CH2:44][NH:43][CH2:42][CH2:41]1)(=[O:39])=[O:38]. (7) The reactants are: [NH2:1][CH:2]1[CH2:11][CH2:10][C:9]2[CH:8]=[C:7]([C:12]([O:14][CH3:15])=[O:13])[CH:6]=[CH:5][C:4]=2[CH2:3]1.C(N(CC)CC)C.[CH3:23][C:24]([CH3:29])([CH3:28])[C:25](Cl)=[O:26]. Given the product [CH3:23][C:24]([CH3:29])([CH3:28])[C:25]([NH:1][CH:2]1[CH2:11][CH2:10][C:9]2[CH:8]=[C:7]([C:12]([O:14][CH3:15])=[O:13])[CH:6]=[CH:5][C:4]=2[CH2:3]1)=[O:26], predict the reactants needed to synthesize it. (8) Given the product [NH2:1][C:2]1[N:3]=[C:4]([NH:14][C:13]2[CH:15]=[CH:16][C:17]([S:18][C:19]3[CH:24]=[CH:23][N:22]=[CH:21][CH:20]=3)=[C:11]([F:10])[CH:12]=2)[CH:5]=[C:6]([Cl:8])[N:7]=1, predict the reactants needed to synthesize it. The reactants are: [NH2:1][C:2]1[N:7]=[C:6]([Cl:8])[CH:5]=[C:4](Cl)[N:3]=1.[F:10][C:11]1[CH:12]=[C:13]([CH:15]=[CH:16][C:17]=1[S:18][C:19]1[CH:24]=[CH:23][N:22]=[CH:21][CH:20]=1)[NH2:14].[OH-].[NH4+]. (9) Given the product [Br:1][C:2]1[CH:9]=[CH:8][CH:7]=[CH:6][C:3]=1[CH2:4][O:5][C:13]1[CH:14]=[C:15]([CH:18]=[CH:19][C:20]=1[O:21][CH3:22])[C:16]#[N:17], predict the reactants needed to synthesize it. The reactants are: [Br:1][C:2]1[CH:9]=[CH:8][CH:7]=[CH:6][C:3]=1[CH2:4][OH:5].[H-].[Na+].F[C:13]1[CH:14]=[C:15]([CH:18]=[CH:19][C:20]=1[O:21][CH3:22])[C:16]#[N:17].